Dataset: Retrosynthesis with 50K atom-mapped reactions and 10 reaction types from USPTO. Task: Predict the reactants needed to synthesize the given product. (1) Given the product COc1cc2nccc(Oc3ccc(NC(=O)c4ccc(OC(C)=O)cc4)cc3)c2cc1OC, predict the reactants needed to synthesize it. The reactants are: CC(=O)Oc1ccc(C(=O)O)cc1.COc1cc2nccc(Oc3ccc(N)cc3)c2cc1OC. (2) Given the product Nc1nc(N)c2nc(CN3CCN(Cc4cccc(Br)c4)CC3)nnc2n1, predict the reactants needed to synthesize it. The reactants are: BrCc1cccc(Br)c1.Nc1nc(N)c2nc(CN3CCNCC3)nnc2n1. (3) Given the product CC(C)(C)C(=O)OCCSCC(=O)NC/C=C\COc1cc(CN2CCCCC2)ccn1, predict the reactants needed to synthesize it. The reactants are: CC(C)(C)C(=O)Cl.O=C(CSCCO)NC/C=C\COc1cc(CN2CCCCC2)ccn1. (4) Given the product CC(=O)Sc1ccc(CO)cc1, predict the reactants needed to synthesize it. The reactants are: CC(=O)Sc1ccc(C(=O)O)cc1. (5) Given the product CCOC(=O)C1(NC(=O)c2cccc3c2CCCC3=O)Cc2ccccc2C1, predict the reactants needed to synthesize it. The reactants are: CCOC(=O)C1(N)Cc2ccccc2C1.O=C(O)c1cccc2c1CCCC2=O. (6) Given the product CC1=C(C)C(=O)N(CCCCCCOC(=O)CCl)C1=O, predict the reactants needed to synthesize it. The reactants are: CC1=C(C)C(=O)N(CCCCCCO)C1=O.O=C(O)CCl. (7) Given the product CC(C)(C)[SiH2]OC(C)(C)c1ccc2cc(-c3nnc(CSCCOc4ccccc4)o3)ccc2c1, predict the reactants needed to synthesize it. The reactants are: CC(C)(C)[SiH2]OC(C)(C)c1ccc2cc(C(=O)NNC(=O)CSCCOc3ccccc3)ccc2c1. (8) Given the product O=C(O)C1CC(c2ccc(-c3ccc(N4C[C@H](Cn5ccnn5)OC4=O)cc3F)cn2)=NO1, predict the reactants needed to synthesize it. The reactants are: CC(C)(C)OC(=O)C1CC(c2ccc(-c3ccc(N4C[C@H](Cn5ccnn5)OC4=O)cc3F)cn2)=NO1.